This data is from Forward reaction prediction with 1.9M reactions from USPTO patents (1976-2016). The task is: Predict the product of the given reaction. (1) Given the reactants I[C:2]1[S:23][C:5]2=[N:6][CH:7]=[C:8]([C:21]#[N:22])[C:9]([NH:10][C:11]3[C:12]([CH3:20])=[C:13]4[C:17](=[CH:18][CH:19]=3)[NH:16][CH:15]=[CH:14]4)=[C:4]2[CH:3]=1.CC1C=CC(S(OCC/C=C/B2O[C:42]([CH3:45])(C)[C:41]([CH3:47])(C)O2)(=O)=O)=CC=1.C(=O)([O-])[O-].[Cs+].[Cs+].[CH3:54][N:55]1[CH2:60][CH2:59][NH:58][CH2:57][CH2:56]1, predict the reaction product. The product is: [CH3:20][C:12]1[C:11]([NH:10][C:9]2[C:8]([C:21]#[N:22])=[CH:7][N:6]=[C:5]3[S:23][C:2](/[CH:47]=[CH:41]/[CH2:42][CH2:45][N:58]4[CH2:59][CH2:60][N:55]([CH3:54])[CH2:56][CH2:57]4)=[CH:3][C:4]=23)=[CH:19][CH:18]=[C:17]2[C:13]=1[CH:14]=[CH:15][NH:16]2. (2) The product is: [Cl:1][C:2]1[CH:7]=[C:6]([Cl:8])[CH:5]=[CH:4][C:3]=1[CH:9]([CH3:33])[C:10]([C:16]1[CH:17]=[C:18]2[C:22](=[CH:23][CH:24]=1)[N:21]([C:25]1[CH:26]=[C:27]([OH:31])[CH:28]=[CH:29][CH:30]=1)[N:20]=[CH:19]2)([OH:15])[C:11]([F:14])([F:13])[F:12]. Given the reactants [Cl:1][C:2]1[CH:7]=[C:6]([Cl:8])[CH:5]=[CH:4][C:3]=1[CH:9]([CH3:33])[C:10]([C:16]1[CH:17]=[C:18]2[C:22](=[CH:23][CH:24]=1)[N:21]([C:25]1[CH:30]=[CH:29][CH:28]=[C:27]([O:31]C)[CH:26]=1)[N:20]=[CH:19]2)([OH:15])[C:11]([F:14])([F:13])[F:12].B(Br)(Br)Br, predict the reaction product. (3) Given the reactants [CH:1]12[N:7]([C:8]3[N:13]=[CH:12][C:11]([NH:14][C:15]([C:17]4[C:26](=[O:27])[C:25]5[C:20](=[CH:21][CH:22]=[CH:23][C:24]=5[CH3:28])[NH:19][CH:18]=4)=[O:16])=[C:10]([CH3:29])[CH:9]=3)[CH:4]([CH2:5][CH2:6]1)[CH2:3][CH2:2]2.[ClH:30].CCOCC, predict the reaction product. The product is: [ClH:30].[CH:4]12[N:7]([C:8]3[N:13]=[CH:12][C:11]([NH:14][C:15]([C:17]4[C:26](=[O:27])[C:25]5[C:20](=[CH:21][CH:22]=[CH:23][C:24]=5[CH3:28])[NH:19][CH:18]=4)=[O:16])=[C:10]([CH3:29])[CH:9]=3)[CH:1]([CH2:6][CH2:5]1)[CH2:2][CH2:3]2. (4) The product is: [C:1]([C:3]1[C:4]([CH3:29])=[C:5]([C:16]([NH:19][S:20]([C:23]2[CH:28]=[CH:27][CH:26]=[CH:25][CH:24]=2)(=[O:21])=[O:22])=[CH:17][CH:18]=1)[C:6]([OH:8])=[O:7])#[N:2]. Given the reactants [C:1]([C:3]1[C:4]([CH3:29])=[C:5]([C:16]([NH:19][S:20]([C:23]2[CH:28]=[CH:27][CH:26]=[CH:25][CH:24]=2)(=[O:22])=[O:21])=[CH:17][CH:18]=1)[C:6]([O:8]CC1C=CC=CC=1)=[O:7])#[N:2].CO, predict the reaction product. (5) Given the reactants [C:1]1([O:7][C:8]2[CH:13]=[CH:12][CH:11]=[CH:10][C:9]=2[CH2:14][N:15]2[CH:19]=[CH:18][C:17]([N:20]3C(=O)C4C(=CC=CC=4)C3=O)=[N:16]2)[CH:6]=[CH:5][CH:4]=[CH:3][CH:2]=1.O.NN, predict the reaction product. The product is: [C:1]1([O:7][C:8]2[CH:13]=[CH:12][CH:11]=[CH:10][C:9]=2[CH2:14][N:15]2[CH:19]=[CH:18][C:17]([NH2:20])=[N:16]2)[CH:2]=[CH:3][CH:4]=[CH:5][CH:6]=1.